Dataset: Catalyst prediction with 721,799 reactions and 888 catalyst types from USPTO. Task: Predict which catalyst facilitates the given reaction. (1) Reactant: C(OC(=O)[NH:7][C:8]1[CH:13]=[C:12]([C:14]#[N:15])[CH:11]=[C:10]([CH2:16][N:17]2[CH2:22][CH2:21][O:20][CH2:19][CH2:18]2)[C:9]=1[Cl:23])(C)(C)C. Product: [NH2:7][C:8]1[CH:13]=[C:12]([CH:11]=[C:10]([CH2:16][N:17]2[CH2:18][CH2:19][O:20][CH2:21][CH2:22]2)[C:9]=1[Cl:23])[C:14]#[N:15]. The catalyst class is: 157. (2) The catalyst class is: 278. Product: [Cl:1][C:2]1[CH:3]=[CH:4][C:5]([S:8]([N:11]([CH2:17][C:18]2[CH:19]=[CH:20][C:21]([C:22]([OH:24])=[O:23])=[CH:26][CH:27]=2)[CH:12]([CH2:15][OH:16])[CH2:13][OH:14])(=[O:10])=[O:9])=[CH:6][CH:7]=1. Reactant: [Cl:1][C:2]1[CH:7]=[CH:6][C:5]([S:8]([N:11]([CH2:17][C:18]2[CH:27]=[CH:26][C:21]([C:22]([O:24]C)=[O:23])=[CH:20][CH:19]=2)[CH:12]([CH2:15][OH:16])[CH2:13][OH:14])(=[O:10])=[O:9])=[CH:4][CH:3]=1.O.[OH-].[Li+].C(OCC)(=O)C. (3) Reactant: Br.[CH2:2]([N:9]1[CH2:14][CH2:13][CH2:12][C:11](O)([OH:15])[CH2:10]1)[C:3]1[CH:8]=[CH:7][CH:6]=[CH:5][CH:4]=1.C(N(CC)CC)C. Product: [CH2:2]([N:9]1[CH2:14][CH2:13][CH2:12][C:11](=[O:15])[CH2:10]1)[C:3]1[CH:4]=[CH:5][CH:6]=[CH:7][CH:8]=1. The catalyst class is: 2. (4) Reactant: [NH:1]1[CH:5]=[C:4]([C:6]2[C:7]([NH2:12])=[N:8][CH:9]=[CH:10][CH:11]=2)[CH:3]=[N:2]1.[H-].[Na+].Cl[CH2:16][C:17]1[CH:22]=[CH:21][CH:20]=[C:19]([O:23][C:24]2[CH:29]=[CH:28][CH:27]=[CH:26][CH:25]=2)[CH:18]=1. Product: [O:23]([C:19]1[CH:18]=[C:17]([CH:22]=[CH:21][CH:20]=1)[CH2:16][N:1]1[CH:5]=[C:4]([C:6]2[C:7]([NH2:12])=[N:8][CH:9]=[CH:10][CH:11]=2)[CH:3]=[N:2]1)[C:24]1[CH:25]=[CH:26][CH:27]=[CH:28][CH:29]=1. The catalyst class is: 9. (5) Reactant: [F:1][C:2]([F:14])([F:13])[C:3]1[CH:12]=[CH:11][C:6]([C:7]([O:9][CH3:10])=[O:8])=[CH:5][N:4]=1.C([O-])=O.[NH4+]. Product: [F:13][C:2]([F:1])([F:14])[CH:3]1[NH:4][CH:5]=[C:6]([C:7]([O:9][CH3:10])=[O:8])[CH2:11][CH2:12]1. The catalyst class is: 19. (6) Reactant: [C:1]([O:5][C:6](=[O:29])[CH2:7][CH:8]([C:18]1[CH:19]=[C:20]([CH:25]=[CH:26][C:27]=1[CH3:28])[C:21]([O:23]C)=[O:22])[CH2:9][NH:10][C:11]([O:13][C:14]([CH3:17])([CH3:16])[CH3:15])=[O:12])([CH3:4])([CH3:3])[CH3:2].O.[OH-].[Li+]. Product: [C:1]([O:5][C:6](=[O:29])[CH2:7][CH:8]([C:18]1[CH:19]=[C:20]([CH:25]=[CH:26][C:27]=1[CH3:28])[C:21]([OH:23])=[O:22])[CH2:9][NH:10][C:11]([O:13][C:14]([CH3:17])([CH3:16])[CH3:15])=[O:12])([CH3:2])([CH3:3])[CH3:4]. The catalyst class is: 72.